The task is: Binary Classification. Given a drug SMILES string, predict its activity (active/inactive) in a high-throughput screening assay against a specified biological target.. This data is from HIV replication inhibition screening data with 41,000+ compounds from the AIDS Antiviral Screen. (1) The molecule is O=[N+]([O-])c1ccc(Cl)cc1NN=Cc1cccs1. The result is 0 (inactive). (2) The molecule is CC(C)(C)[Si](C)(C)OCC1OC(n2cc(F)c(=O)[nH]c2=O)CC1O[Si](C)(C)C(C)(C)C. The result is 0 (inactive). (3) The drug is COc1ccc(N2C(=O)C3c4[nH]c5c(C)cccc5c4C4CCC(C(C)(C)C)CC4C3C2=O)cc1. The result is 0 (inactive). (4) The drug is CCOC(=S)NP(=O)(NC(=S)OCC)NC(=S)OCC. The result is 0 (inactive). (5) The compound is CN(C)CCOc1ccc(C(=C(CCCl)c2ccccc2)c2ccccc2)cc1.O=C(O)CC(O)(CC(=O)O)C(=O)O. The result is 0 (inactive). (6) The result is 0 (inactive). The molecule is COc1ccccc1NC(=O)C(=O)C(C#N)CC(C)(C)C=O.